This data is from hERG Central: cardiac toxicity at 1µM, 10µM, and general inhibition. The task is: Predict hERG channel inhibition at various concentrations. (1) The compound is CCOc1ccc(-c2nc(CN3CCCCC3CCn3cccn3)c(C)o2)cc1. Results: hERG_inhib (hERG inhibition (general)): blocker. (2) The drug is COc1cc(CNCCN2CCOCC2)ccc1OCc1c(Cl)cccc1Cl.Cl. Results: hERG_inhib (hERG inhibition (general)): blocker. (3) The compound is COc1ccc(N(C(=O)c2ccc(F)cc2)C2=CC3CCC(C2)N3C)cc1.Cl. Results: hERG_inhib (hERG inhibition (general)): blocker.